Dataset: Forward reaction prediction with 1.9M reactions from USPTO patents (1976-2016). Task: Predict the product of the given reaction. The product is: [CH2:49]([CH:19]1[C@:18]([C:27]2[CH:32]=[C:31]([N+:33]([O-:35])=[O:34])[CH:30]=[CH:29][C:28]=2[F:36])([CH3:26])[N:17]=[C:16]([N:8]([C:6]([O:5][C:1]([CH3:2])([CH3:3])[CH3:4])=[O:7])[C:9](=[O:15])[O:10][C:11]([CH3:12])([CH3:13])[CH3:14])[C:21]([CH3:23])([CH3:22])[S:20]1(=[O:25])=[O:24])[CH:48]=[CH2:47]. Given the reactants [C:1]([O:5][C:6]([N:8]([C:16]1[C:21]([CH3:23])([CH3:22])[S:20](=[O:25])(=[O:24])[CH2:19][C@:18]([C:27]2[CH:32]=[C:31]([N+:33]([O-:35])=[O:34])[CH:30]=[CH:29][C:28]=2[F:36])([CH3:26])[N:17]=1)[C:9](=[O:15])[O:10][C:11]([CH3:14])([CH3:13])[CH3:12])=[O:7])([CH3:4])([CH3:3])[CH3:2].C[Si]([N-][Si](C)(C)C)(C)C.[K+].[CH2:47](Br)[CH:48]=[CH2:49].[NH4+].[Cl-], predict the reaction product.